Dataset: Full USPTO retrosynthesis dataset with 1.9M reactions from patents (1976-2016). Task: Predict the reactants needed to synthesize the given product. (1) Given the product [F:10][C:11]1[CH:12]=[C:13]([S:19][CH2:2][C:3](=[O:9])[CH2:4][C:5]([O:7][CH3:8])=[O:6])[CH:14]=[C:15]([O:17][CH3:18])[CH:16]=1, predict the reactants needed to synthesize it. The reactants are: Cl[CH2:2][C:3](=[O:9])[CH2:4][C:5]([O:7][CH3:8])=[O:6].[F:10][C:11]1[CH:12]=[C:13]([SH:19])[CH:14]=[C:15]([O:17][CH3:18])[CH:16]=1.CN(C=O)C. (2) Given the product [F:24][C:14]1[C:13]([CH:11]([C:8]2[N:6]3[N:7]=[C:2]([N:30]4[CH2:31][CH2:32][NH:27][C:28](=[O:33])[CH2:29]4)[CH:3]=[CH:4][C:5]3=[N:10][CH:9]=2)[CH3:12])=[C:22]([F:23])[CH:21]=[C:20]2[C:15]=1[CH:16]=[CH:17][CH:18]=[N:19]2, predict the reactants needed to synthesize it. The reactants are: Cl[C:2]1[CH:3]=[CH:4][C:5]2[N:6]([C:8]([CH:11]([C:13]3[C:14]([F:24])=[C:15]4[C:20](=[CH:21][C:22]=3[F:23])[N:19]=[CH:18][CH:17]=[CH:16]4)[CH3:12])=[CH:9][N:10]=2)[N:7]=1.[F-].[K+].[NH:27]1[CH2:32][CH2:31][NH:30][CH2:29][C:28]1=[O:33].